This data is from Forward reaction prediction with 1.9M reactions from USPTO patents (1976-2016). The task is: Predict the product of the given reaction. (1) Given the reactants Cl[CH2:2][C:3]1[N:8]=[N:7][C:6]([C:9]2[CH:10]=[C:11]([CH:17]=[CH:18][C:19]=2[F:20])[C:12]([N:14]([CH3:16])[CH3:15])=[O:13])=[CH:5][CH:4]=1.[N-:21]=[N+:22]=[N-:23].[Na+], predict the reaction product. The product is: [N:21]([CH2:2][C:3]1[N:8]=[N:7][C:6]([C:9]2[CH:10]=[C:11]([CH:17]=[CH:18][C:19]=2[F:20])[C:12]([N:14]([CH3:16])[CH3:15])=[O:13])=[CH:5][CH:4]=1)=[N+:22]=[N-:23]. (2) Given the reactants C[Si](C)(C)[N-][Si](C)(C)C.[Li+].[Cl:11][C:12]1[CH:17]=[CH:16][C:15]([C:18]2[C:24]3[CH:25]=[CH:26][CH:27]=[CH:28][C:23]=3[N:22]3[C:29]([CH3:32])=[N:30][N:31]=[C:21]3[CH2:20][CH:19]=2)=[CH:14][CH:13]=1.Cl[CH2:34][C:35]1[O:36][C:37]([CH3:40])=[N:38][N:39]=1.[Cl-].[NH4+], predict the reaction product. The product is: [Cl:11][C:12]1[CH:17]=[CH:16][C:15]([C:18]2[C:24]3[CH:25]=[CH:26][CH:27]=[CH:28][C:23]=3[N:22]3[C:29]([CH3:32])=[N:30][N:31]=[C:21]3[CH:20]([CH2:34][C:35]3[O:36][C:37]([CH3:40])=[N:38][N:39]=3)[CH:19]=2)=[CH:14][CH:13]=1. (3) Given the reactants [N:1]1([C:8]2[N:13]=[C:12]([NH2:14])[N:11]3[N:15]=[C:16]([C:18]4[O:19][CH:20]=[CH:21][CH:22]=4)[N:17]=[C:10]3[N:9]=2)[CH2:7][CH2:6][CH2:5][NH:4][CH2:3][CH2:2]1.[Cl:23][C:24]1[CH:31]=[CH:30][CH:29]=[CH:28][C:25]=1[CH:26]=O.C(O[BH-](OC(=O)C)OC(=O)C)(=O)C.[Na+], predict the reaction product. The product is: [Cl:23][C:24]1[CH:31]=[CH:30][CH:29]=[CH:28][C:25]=1[CH2:26][N:4]1[CH2:5][CH2:6][CH2:7][N:1]([C:8]2[N:13]=[C:12]([NH2:14])[N:11]3[N:15]=[C:16]([C:18]4[O:19][CH:20]=[CH:21][CH:22]=4)[N:17]=[C:10]3[N:9]=2)[CH2:2][CH2:3]1. (4) Given the reactants [F:1][C:2]1[CH:10]=[CH:9][C:8]2[N:7]([CH2:11][C:12]3[CH:17]=[CH:16][C:15]([C:18]([N:20]4[CH2:25][CH2:24][O:23][CH2:22][CH2:21]4)=[O:19])=[CH:14][CH:13]=3)[C:6]3[CH:26]=[N:27][N:28](C4CCCCO4)[C:5]=3[C:4]=2[CH:3]=1.Cl, predict the reaction product. The product is: [F:1][C:2]1[CH:10]=[CH:9][C:8]2[N:7]([CH2:11][C:12]3[CH:17]=[CH:16][C:15]([C:18]([N:20]4[CH2:21][CH2:22][O:23][CH2:24][CH2:25]4)=[O:19])=[CH:14][CH:13]=3)[C:6]3[CH:26]=[N:27][NH:28][C:5]=3[C:4]=2[CH:3]=1. (5) Given the reactants Br[C:2]1[CH:3]=[C:4]([C:8]2[CH:13]=[C:12]([C:14]3[CH:19]=[CH:18][C:17]([C:20]([F:23])([F:22])[F:21])=[CH:16][CH:15]=3)[CH:11]=[C:10]([CH2:24][CH3:25])[N:9]=2)[CH:5]=[CH:6][CH:7]=1.[NH2:26][C:27]1[N:32]=[CH:31][C:30](B2OC(C)(C)C(C)(C)O2)=[CH:29][N:28]=1, predict the reaction product. The product is: [CH2:24]([C:10]1[N:9]=[C:8]([C:4]2[CH:3]=[C:2]([C:30]3[CH:29]=[N:28][C:27]([NH2:26])=[N:32][CH:31]=3)[CH:7]=[CH:6][CH:5]=2)[CH:13]=[C:12]([C:14]2[CH:19]=[CH:18][C:17]([C:20]([F:23])([F:22])[F:21])=[CH:16][CH:15]=2)[CH:11]=1)[CH3:25]. (6) Given the reactants [CH2:1]([N:8]1[CH2:13][CH2:12][O:11][CH:10]([C:14]([C:25]2[CH:30]=[CH:29][CH:28]=[CH:27][CH:26]=2)([OH:24])[CH2:15][C:16]2[C:21](F)=[CH:20][CH:19]=[CH:18][C:17]=2[Cl:23])[CH2:9]1)[C:2]1[CH:7]=[CH:6][CH:5]=[CH:4][CH:3]=1.[Cl:31]C1C=CC=C(Cl)C=1C[Mg]Cl, predict the reaction product. The product is: [CH2:1]([N:8]1[CH2:13][CH2:12][O:11][CH:10]([C:14]([C:25]2[CH:30]=[CH:29][CH:28]=[CH:27][CH:26]=2)([OH:24])[CH2:15][C:16]2[C:21]([Cl:31])=[CH:20][CH:19]=[CH:18][C:17]=2[Cl:23])[CH2:9]1)[C:2]1[CH:7]=[CH:6][CH:5]=[CH:4][CH:3]=1. (7) Given the reactants [Cl:1][C:2]1[CH:7]=[CH:6][C:5]([C:8]2[C:17]3[C:12](=[CH:13][CH:14]=[CH:15][CH:16]=3)[C:11](=[O:18])[N:10]([CH2:19][C:20]3[CH:25]=[CH:24][C:23]([CH:26]([CH:30]4[CH2:34][CH2:33][CH2:32][CH2:31]4)[C:27](O)=[O:28])=[CH:22][CH:21]=3)[N:9]=2)=[CH:4][CH:3]=1.Cl.[NH2:36][CH2:37][C:38]1[CH:43]=[CH:42][C:41]([C:44]([O:46][CH3:47])=[O:45])=[CH:40][CH:39]=1.O.ON1C2C=CC=CC=2N=N1.Cl.CN(C)CCCN=C=NCC.C(N(CC)CC)C.Cl, predict the reaction product. The product is: [Cl:1][C:2]1[CH:3]=[CH:4][C:5]([C:8]2[C:17]3[C:12](=[CH:13][CH:14]=[CH:15][CH:16]=3)[C:11](=[O:18])[N:10]([CH2:19][C:20]3[CH:21]=[CH:22][C:23]([CH:26]([CH:30]4[CH2:34][CH2:33][CH2:32][CH2:31]4)[C:27]([NH:36][CH2:37][C:38]4[CH:39]=[CH:40][C:41]([C:44]([O:46][CH3:47])=[O:45])=[CH:42][CH:43]=4)=[O:28])=[CH:24][CH:25]=3)[N:9]=2)=[CH:6][CH:7]=1. (8) Given the reactants [CH:1]1([C:6]([N:8]2[CH2:13][CH2:12][C:11]([C:14]3[C:22]4[C:17](=[CH:18][CH:19]=[C:20]([N+:24]([O-])=O)[C:21]=4[CH3:23])[N:16]([CH3:27])[CH:15]=3)=[CH:10][CH2:9]2)=[O:7])[CH2:5][CH2:4][CH2:3][CH2:2]1.C([O-])=O.[NH4+], predict the reaction product. The product is: [NH2:24][C:20]1[C:21]([CH3:23])=[C:22]2[C:17](=[CH:18][CH:19]=1)[N:16]([CH3:27])[CH:15]=[C:14]2[CH:11]1[CH2:10][CH2:9][N:8]([C:6]([CH:1]2[CH2:5][CH2:4][CH2:3][CH2:2]2)=[O:7])[CH2:13][CH2:12]1. (9) The product is: [CH3:1][O:2][C:3]([C:5]1[N:10]=[C:9]([O:11][C:12]2[C:21]3[C:16](=[CH:17][CH:18]=[CH:19][CH:20]=3)[C:15]([NH:22][C:47]([NH:46][C:44]3[CH:45]=[C:40]([C:36]([CH3:37])([CH3:39])[CH3:38])[CH:41]=[CH:42][C:43]=3[O:69][CH3:70])=[O:48])=[CH:14][CH:13]=2)[CH:8]=[CH:7][N:6]=1)=[O:4]. Given the reactants [CH3:1][O:2][C:3]([C:5]1[N:10]=[C:9]([O:11][C:12]2[C:21]3[C:16](=[CH:17][CH:18]=[CH:19][CH:20]=3)[C:15]([NH2:22])=[CH:14][CH:13]=2)[CH:8]=[CH:7][N:6]=1)=[O:4].C(C1C=CC(OC)=C(C=1)N)(C)(C)C.[C:36]([C:40]1[CH:41]=[CH:42][C:43]([O:69][CH3:70])=[C:44]([NH:46][C:47](NC2C3C(=CC=CC=3)C(OC3C=CN=C(C#N)N=3)=CC=2)=[O:48])[CH:45]=1)([CH3:39])([CH3:38])[CH3:37], predict the reaction product.